This data is from Full USPTO retrosynthesis dataset with 1.9M reactions from patents (1976-2016). The task is: Predict the reactants needed to synthesize the given product. (1) Given the product [CH3:21][O:20][C:18](=[O:19])[N:2]([CH3:1])[C:3]1[CH2:8][CH2:7][CH2:6][C:5](=[O:9])[CH:4]=1, predict the reactants needed to synthesize it. The reactants are: [CH3:1][NH:2][C:3]1[CH2:8][CH2:7][CH2:6][C:5](=[O:9])[CH:4]=1.C(N(CC)CC)C.Cl[C:18]([O:20][CH3:21])=[O:19].C([O-])([O-])=O.[K+].[K+]. (2) Given the product [N-:8]=[C:12]=[S:22].[Cl:18][C:15]1[CH:16]=[CH:17][C:10]2[C:9](=[O:19])[N:8]([C:5]3[CH:4]=[CH:3][CH:2]=[C:7]([CH3:21])[CH:6]=3)[C:12](=[O:13])[C:11]=2[CH:14]=1, predict the reactants needed to synthesize it. The reactants are: N[C:2]1[CH:7]=[CH:6][C:5]([N:8]2[C:12](=[O:13])[C:11]3[CH:14]=[C:15]([Cl:18])[CH:16]=[CH:17][C:10]=3[C:9]2=[O:19])=[C:4](C)[CH:3]=1.[C:21](Cl)(Cl)=[S:22]. (3) Given the product [Cl:25][C:26]1[N:30]2[CH:31]=[C:32]([C:39]3[CH:43]=[CH:42][O:41][CH:40]=3)[CH:33]=[C:34]([C:35]([F:36])([F:38])[F:37])[C:29]2=[N:28][C:27]=1[C:44]([N:57]1[CH2:58][CH2:59][CH:55]([C:52]2[CH:53]=[CH:54][C:49]([C:48]([F:47])([F:60])[F:61])=[CH:50][CH:51]=2)[CH2:56]1)=[O:45], predict the reactants needed to synthesize it. The reactants are: CN(C(ON1N=NC2C=CC=NC1=2)=[N+](C)C)C.F[P-](F)(F)(F)(F)F.[Cl:25][C:26]1[N:30]2[CH:31]=[C:32]([C:39]3[CH:43]=[CH:42][O:41][CH:40]=3)[CH:33]=[C:34]([C:35]([F:38])([F:37])[F:36])[C:29]2=[N:28][C:27]=1[C:44](O)=[O:45].[F:47][C:48]([F:61])([F:60])[C:49]1[CH:54]=[CH:53][C:52]([CH:55]2[CH2:59][CH2:58][NH:57][CH2:56]2)=[CH:51][CH:50]=1. (4) Given the product [ClH:2].[CH2:25]([NH:24][CH2:23][C:4]1[C:3]([Cl:2])=[CH:8][C:7]([NH:9][C:10]([NH:12][C:13]2[CH:18]=[N:17][C:16]([C:19]#[N:20])=[CH:15][N:14]=2)=[O:11])=[C:6]([O:21][CH3:22])[CH:5]=1)[C:26]1[CH:31]=[CH:30][CH:29]=[CH:28][CH:27]=1, predict the reactants needed to synthesize it. The reactants are: Cl.[Cl:2][C:3]1[C:4]([CH2:23][NH:24][CH2:25][C:26]2[CH:31]=[CH:30][C:29](F)=[CH:28][CH:27]=2)=[CH:5][C:6]([O:21][CH3:22])=[C:7]([NH:9][C:10]([NH:12][C:13]2[CH:18]=[N:17][C:16]([C:19]#[N:20])=[CH:15][N:14]=2)=[O:11])[CH:8]=1.CCCCC. (5) Given the product [CH2:13]([O:12][C:3]1[CH:4]=[C:5]([CH:10]=[CH:11][C:2]=1[C:33]#[C:32][Si:28]([CH3:31])([CH3:30])[CH3:29])[C:6]([O:8][CH3:9])=[O:7])[CH2:14][CH2:15][CH2:16][CH2:17][CH2:18][CH2:19][CH2:20][CH2:4][CH2:3][CH2:2][CH2:11][CH2:10][CH2:37][CH2:39][CH2:27][CH2:25][CH3:26], predict the reactants needed to synthesize it. The reactants are: I[C:2]1[CH:11]=[CH:10][C:5]([C:6]([O:8][CH3:9])=[O:7])=[CH:4][C:3]=1[O:12][CH2:13][CH2:14][CH2:15][CH2:16][CH2:17][CH2:18][CH2:19][CH3:20].C(N[CH:25]([CH3:27])[CH3:26])(C)C.[Si:28]([C:32]#[CH:33])([CH3:31])([CH3:30])[CH3:29].CCO[C:37]([CH3:39])=O. (6) Given the product [F:8][C:9]([F:35])([C:13]([F:33])([F:34])[C:14]([F:31])([F:32])[C:15]([F:29])([F:30])[C:16]([F:27])([F:28])[C:17]([F:25])([F:26])[C:18]([F:24])([F:23])[C:19]([F:22])([F:21])[F:20])[CH2:10][CH2:11][O:4][C:3](=[O:5])[CH:2]([Cl:1])[CH2:6][OH:7], predict the reactants needed to synthesize it. The reactants are: [Cl:1][CH:2]([CH2:6][OH:7])[C:3]([OH:5])=[O:4].[F:8][C:9]([F:35])([C:13]([F:34])([F:33])[C:14]([F:32])([F:31])[C:15]([F:30])([F:29])[C:16]([F:28])([F:27])[C:17]([F:26])([F:25])[C:18]([F:24])([F:23])[C:19]([F:22])([F:21])[F:20])[CH2:10][CH2:11]O.Cl. (7) Given the product [F:15][C:10]1[CH:9]=[C:8]([CH2:7][C@@H:6]([C:16]2[C:21]([C:22]3[CH:23]=[CH:24][C:25]([F:31])=[C:26]([CH:30]=3)[C:27]([NH2:29])=[O:28])=[CH:20][CH:19]=[CH:18][N:17]=2)[NH:5][C:3](=[O:4])[CH2:2][N:39]2[C:40]3[CH2:41][C:33]([CH3:47])([CH3:32])[CH2:34][C:35](=[O:46])[C:36]=3[C:37]([C:42]([F:43])([F:45])[F:44])=[N:38]2)[CH:13]=[C:12]([F:14])[CH:11]=1, predict the reactants needed to synthesize it. The reactants are: Cl[CH2:2][C:3]([NH:5][C@H:6]([C:16]1[C:21]([C:22]2[CH:23]=[CH:24][C:25]([F:31])=[C:26]([CH:30]=2)[C:27]([NH2:29])=[O:28])=[CH:20][CH:19]=[CH:18][N:17]=1)[CH2:7][C:8]1[CH:13]=[C:12]([F:14])[CH:11]=[C:10]([F:15])[CH:9]=1)=[O:4].[CH3:32][C:33]1([CH3:47])[CH2:41][C:40]2[NH:39][N:38]=[C:37]([C:42]([F:45])([F:44])[F:43])[C:36]=2[C:35](=[O:46])[CH2:34]1. (8) The reactants are: [CH3:1][N:2]([C:20]1[CH:21]=[CH:22][CH:23]=[CH:24][N:25]=1)[CH2:3][CH2:4][O:5][C:6]1[CH:7]=[CH:8][C:9]([CH2:12][CH:13]2[S:19][C:17](=[O:18])[NH:16][C:14]2=[O:15])=[CH:10][CH:11]=1.[C:26]([OH:33])(=[O:32])/[CH:27]=[CH:28]\[C:29]([OH:31])=[O:30].O. Given the product [CH3:1][N:2]([C:20]1[CH:21]=[CH:22][CH:23]=[CH:24][N:25]=1)[CH2:3][CH2:4][O:5][C:6]1[CH:11]=[CH:10][C:9]([CH2:12][CH:13]2[S:19][C:17](=[O:18])[NH:16][C:14]2=[O:15])=[CH:8][CH:7]=1.[CH:27](/[C:26]([OH:33])=[O:32])=[CH:28]/[C:29]([OH:31])=[O:30], predict the reactants needed to synthesize it. (9) The reactants are: [F:1][C:2]1[CH:3]=[C:4]([CH:7]=[CH:8][C:9]=1F)[CH:5]=[O:6].[Cl:11][C:12]1[N:17]=[CH:16][C:15]([OH:18])=[CH:14][CH:13]=1.C(=O)([O-])[O-].[K+].[K+]. Given the product [Cl:11][C:12]1[N:17]=[CH:16][C:15]([O:18][C:9]2[CH:8]=[CH:7][C:4]([CH:5]=[O:6])=[CH:3][C:2]=2[F:1])=[CH:14][CH:13]=1, predict the reactants needed to synthesize it. (10) Given the product [Cl:1][C:2]1[N:3]=[C:4]([N:16]2[CH2:17][CH2:18][O:25][CH2:24][C@@H:19]2[CH3:20])[C:5]2[CH2:10][S:9](=[O:12])(=[O:11])[CH2:8][C:6]=2[N:7]=1, predict the reactants needed to synthesize it. The reactants are: [Cl:1][C:2]1[N:3]=[C:4](Cl)[C:5]2[CH2:10][S:9](=[O:12])(=[O:11])[CH2:8][C:6]=2[N:7]=1.CC[N:16]([CH2:19][CH3:20])[CH2:17][CH3:18].CN([CH:24]=[O:25])C.